This data is from Full USPTO retrosynthesis dataset with 1.9M reactions from patents (1976-2016). The task is: Predict the reactants needed to synthesize the given product. Given the product [Cl:1][C:2]1[CH:10]=[C:9]([Br:15])[C:5]([C:6]([OH:8])=[O:7])=[CH:4][N:3]=1, predict the reactants needed to synthesize it. The reactants are: [Cl:1][C:2]1[C:10]([Si](C)(C)C)=[C:9]([Br:15])[C:5]([C:6]([OH:8])=[O:7])=[CH:4][N:3]=1.C([O-])([O-])=O.[K+].[K+].OS(O)(=O)=O.